Dataset: Forward reaction prediction with 1.9M reactions from USPTO patents (1976-2016). Task: Predict the product of the given reaction. (1) Given the reactants [C:1]1([CH2:7][CH2:8][N+:9]([O-:11])=[O:10])[CH:6]=[CH:5][CH:4]=[CH:3][CH:2]=1.[F-].C([N+](CCCC)(CCCC)CCCC)CCC.[F:30][C@@H:31]1[CH2:35][N:34]([C:36]([O:38][C:39]([CH3:42])([CH3:41])[CH3:40])=[O:37])[C@@H:33]([CH:43]=[O:44])[CH2:32]1, predict the reaction product. The product is: [NH2:9][C@@H:8]([CH2:7][C:1]1[CH:6]=[CH:5][CH:4]=[CH:3][CH:2]=1)[C@@H:43]([C@H:33]1[CH2:32][C@H:31]([F:30])[CH2:35][N:34]1[C:36]([O:38][C:39]([CH3:42])([CH3:41])[CH3:40])=[O:37])[OH:44].[F:30][C@@H:31]1[CH2:35][N:34]([C:36]([O:38][C:39]([CH3:40])([CH3:41])[CH3:42])=[O:37])[C@@H:33]([C@@H:43]([OH:44])[C@@H:8]([N+:9]([O-:11])=[O:10])[CH2:7][C:1]2[CH:6]=[CH:5][CH:4]=[CH:3][CH:2]=2)[CH2:32]1. (2) The product is: [C:47]([O:9][CH2:8][C:4]1[CH:5]=[CH:6][CH:7]=[C:2]([Cl:1])[C:3]=1[NH:10][C:11]([C:13]1[S:17][C:16]([NH:18][C:19]([C:32]2[CH:37]=[CH:36][CH:35]=[CH:34][CH:33]=2)([C:26]2[CH:27]=[CH:28][CH:29]=[CH:30][CH:31]=2)[C:20]2[CH:25]=[CH:24][CH:23]=[CH:22][CH:21]=2)=[N:15][CH:14]=1)=[O:12])(=[O:48])[C:46]([CH3:51])([CH3:50])[CH3:45]. Given the reactants [Cl:1][C:2]1[CH:7]=[CH:6][CH:5]=[C:4]([CH2:8][OH:9])[C:3]=1[NH:10][C:11]([C:13]1[S:17][C:16]([NH:18][C:19]([C:32]2[CH:37]=[CH:36][CH:35]=[CH:34][CH:33]=2)([C:26]2[CH:31]=[CH:30][CH:29]=[CH:28][CH:27]=2)[C:20]2[CH:25]=[CH:24][CH:23]=[CH:22][CH:21]=2)=[N:15][CH:14]=1)=[O:12].CN1CCOCC1.[CH3:45][C:46]([CH3:51])([CH3:50])[C:47](Cl)=[O:48].[NH4+].[Cl-], predict the reaction product. (3) Given the reactants [CH2:1]([O:5][C:6]1[C:7]2[C:14]([C:15](=[CH2:18])[C:16]#[N:17])=[CH:13][N:12](S(C3C=CC(C)=CC=3)(=O)=O)[C:8]=2[N:9]=[CH:10][N:11]=1)[CH:2]([CH3:4])[CH3:3].[OH-].[Li+].C(O)(=O)CC(CC(O)=O)(C(O)=O)O, predict the reaction product. The product is: [CH2:1]([O:5][C:6]1[C:7]2[C:14]([C:15](=[CH2:18])[C:16]#[N:17])=[CH:13][NH:12][C:8]=2[N:9]=[CH:10][N:11]=1)[CH:2]([CH3:4])[CH3:3].